This data is from Full USPTO retrosynthesis dataset with 1.9M reactions from patents (1976-2016). The task is: Predict the reactants needed to synthesize the given product. (1) Given the product [OH:8][CH2:7][CH:3]1[CH2:4][CH2:5][CH2:6][N:1]([C:11](=[O:15])[CH2:12][CH2:13][CH3:14])[CH2:2]1, predict the reactants needed to synthesize it. The reactants are: [NH:1]1[CH2:6][CH2:5][CH2:4][CH:3]([CH2:7][OH:8])[CH2:2]1.[OH-].[Na+].[C:11](Cl)(=[O:15])[CH2:12][CH2:13][CH3:14]. (2) Given the product [ClH:2].[CH2:34]([NH:36][C:37]([N:14]1[CH2:15][CH2:16][C:17]2[C:22](=[CH:21][C:20]([O:23][CH2:24][CH2:25][NH:26][S:27]([CH2:30][CH2:31][CH2:32][CH3:33])(=[O:28])=[O:29])=[CH:19][CH:18]=2)[CH:13]1[C:9]1([C:6]2[CH:7]=[CH:8][C:3]([Cl:2])=[CH:4][CH:5]=2)[CH2:10][CH2:11][CH2:12]1)=[O:38])[CH3:35], predict the reactants needed to synthesize it. The reactants are: Cl.[Cl:2][C:3]1[CH:8]=[CH:7][C:6]([C:9]2([CH:13]3[C:22]4[C:17](=[CH:18][CH:19]=[C:20]([O:23][CH2:24][CH2:25][NH:26][S:27]([CH2:30][CH2:31][CH2:32][CH3:33])(=[O:29])=[O:28])[CH:21]=4)[CH2:16][CH2:15][NH:14]3)[CH2:12][CH2:11][CH2:10]2)=[CH:5][CH:4]=1.[CH2:34]([N:36]=[C:37]=[O:38])[CH3:35]. (3) Given the product [F:1][C:2]1[C:3]([C:9]2[CH2:14][C:13]([CH3:16])([CH3:15])[CH2:12][C:11]([CH3:18])([CH3:17])[CH:10]=2)=[C:4]([N:8]2[CH2:25][CH2:24][NH:23][CH2:22][CH2:21]2)[CH:5]=[CH:6][CH:7]=1, predict the reactants needed to synthesize it. The reactants are: [F:1][C:2]1[C:3]([C:9]2[CH2:14][C:13]([CH3:16])([CH3:15])[CH2:12][C:11]([CH3:18])([CH3:17])[CH:10]=2)=[C:4]([NH2:8])[CH:5]=[CH:6][CH:7]=1.Cl.Cl[CH2:21][CH2:22][NH:23][CH2:24][CH2:25]Cl. (4) Given the product [CH3:25][O:26][CH:27]1[CH2:28][CH2:29][N:30]([C:33]2[N:38]=[C:37]([NH:39][C:2]3[N:7]=[CH:6][C:5]4[N:8]([CH3:24])[C:9]([C:11]5[CH:12]=[N:13][N:14]([CH2:16][O:17][CH2:18][CH2:19][Si:20]([CH3:23])([CH3:22])[CH3:21])[CH:15]=5)=[N:10][C:4]=4[CH:3]=3)[CH:36]=[CH:35][N:34]=2)[CH2:31][CH2:32]1, predict the reactants needed to synthesize it. The reactants are: Br[C:2]1[N:7]=[CH:6][C:5]2[N:8]([CH3:24])[C:9]([C:11]3[CH:12]=[N:13][N:14]([CH2:16][O:17][CH2:18][CH2:19][Si:20]([CH3:23])([CH3:22])[CH3:21])[CH:15]=3)=[N:10][C:4]=2[CH:3]=1.[CH3:25][O:26][CH:27]1[CH2:32][CH2:31][N:30]([C:33]2[N:38]=[C:37]([NH2:39])[CH:36]=[CH:35][N:34]=2)[CH2:29][CH2:28]1.CC(C1C=C(C(C)C)C(C2C=CC=CC=2P(C2CCCCC2)C2CCCCC2)=C(C(C)C)C=1)C.C([O-])([O-])=O.[Cs+].[Cs+]. (5) Given the product [CH3:26][O:27][C:28]1[CH:35]=[CH:34][C:31](/[CH:32]=[CH:6]/[CH2:5][C:2]([OH:4])=[O:3])=[CH:30][CH:29]=1, predict the reactants needed to synthesize it. The reactants are: [Br-].[C:2]([CH2:5][CH2:6][P+](C1C=CC=CC=1)(C1C=CC=CC=1)C1C=CC=CC=1)([OH:4])=[O:3].[CH3:26][O:27][C:28]1[CH:35]=[CH:34][C:31]([CH:32]=O)=[CH:30][CH:29]=1.[H-].[Na+]. (6) Given the product [CH:1]1([C:6]([C:8]2[CH:9]=[C:10]([OH:16])[CH:11]=[C:12]([OH:14])[CH:13]=2)=[O:7])[CH2:2][CH2:3][CH2:4][CH2:5]1, predict the reactants needed to synthesize it. The reactants are: [CH:1]1([C:6]([C:8]2[CH:13]=[C:12]([O:14]C)[CH:11]=[C:10]([O:16]C)[CH:9]=2)=[O:7])[CH2:5][CH2:4][CH2:3][CH2:2]1.B(Br)(Br)Br. (7) Given the product [O:30]1[CH2:29][CH:28]=[C:27]([C:2]2[S:6][N:5]=[C:4]([C:7]([N:9]3[C@@H:18]4[C@@H:13]([CH2:14][CH2:15][CH2:16][CH2:17]4)[CH2:12][CH2:11][CH2:10]3)=[O:8])[CH:3]=2)[CH2:32][CH2:31]1, predict the reactants needed to synthesize it. The reactants are: Br[C:2]1[S:6][N:5]=[C:4]([C:7]([N:9]2[C@@H:18]3[C@@H:13]([CH2:14][CH2:15][CH2:16][CH2:17]3)[CH2:12][CH2:11][CH2:10]2)=[O:8])[CH:3]=1.CC1(C)C(C)(C)OB([C:27]2[CH2:28][CH2:29][O:30][CH2:31][CH:32]=2)O1.C(=O)([O-])[O-].[Cs+].[Cs+].